From a dataset of Drug-target binding data from BindingDB using IC50 measurements. Regression. Given a target protein amino acid sequence and a drug SMILES string, predict the binding affinity score between them. We predict pIC50 (pIC50 = -log10(IC50 in M); higher means more potent). Dataset: bindingdb_ic50. (1) The drug is NS(=O)(=O)OC[C@H]1O[C@@H](n2cnc3c(NC4CCc5ccccc54)ncnc32)[C@H](O)[C@@H]1O. The target protein sequence is RFEVQGLQPNGEEMTLKQFLDYFKTEHKLEITMLSQGV. The pIC50 is 8.0. (2) The compound is CN[C@@H]1C[C@H]2O[C@@](C)([C@@H]1OC)n1c3ccccc3c3c4c(c5c6ccccc6n2c5c31)C(=O)NC4. The target is PFCDPK1(Pfalciparum). The pIC50 is 6.6.